Predict the reaction yield, written as a fraction of the theoretical maximum amount of product (1.0 means a 100% yield; for example, 0.34 means a 34% yield). From a dataset of Reaction yield outcomes from USPTO patents with 853,638 reactions. (1) The reactants are [CH3:1][O:2][C@H:3]([CH3:9])[C@@H:4]([C:6]([OH:8])=[O:7])[NH2:5].[OH-].[Na+].Cl[C:13]([O:15][CH3:16])=[O:14].Cl. The catalyst is O. The product is [CH3:1][O:2][C@H:3]([CH3:9])[C@H:4]([NH:5][C:13]([O:15][CH3:16])=[O:14])[C:6]([OH:8])=[O:7]. The yield is 0.970. (2) The yield is 0.630. The reactants are CS(O[CH2:6][C:7]1([CH2:10][O:11][C:12]2[C:17]([F:18])=[CH:16][C:15]([Br:19])=[CH:14][C:13]=2[F:20])[CH2:9][CH2:8]1)(=O)=O.[C-:21]#[N:22].[Na+]. The catalyst is CN(C=O)C. The product is [Br:19][C:15]1[CH:16]=[C:17]([F:18])[C:12]([O:11][CH2:10][C:7]2([CH2:6][C:21]#[N:22])[CH2:9][CH2:8]2)=[C:13]([F:20])[CH:14]=1.